Dataset: Forward reaction prediction with 1.9M reactions from USPTO patents (1976-2016). Task: Predict the product of the given reaction. (1) The product is: [CH3:24][N:21]1[CH2:20][CH2:19][N:18]([C:16]2[CH:17]=[C:12]([N:8]3[CH:7]([CH3:26])[CH2:6][C:5]4[C:10](=[CH:11][C:2]([B:27]5[O:31][C:30]([CH3:33])([CH3:32])[C:29]([CH3:35])([CH3:34])[O:28]5)=[CH:3][CH:4]=4)[CH2:9]3)[N:13]=[C:14]([NH2:25])[N:15]=2)[CH2:23][CH2:22]1. Given the reactants Br[C:2]1[CH:11]=[C:10]2[C:5]([CH2:6][CH:7]([CH3:26])[N:8]([C:12]3[CH:17]=[C:16]([N:18]4[CH2:23][CH2:22][N:21]([CH3:24])[CH2:20][CH2:19]4)[N:15]=[C:14]([NH2:25])[N:13]=3)[CH2:9]2)=[CH:4][CH:3]=1.[B:27]1([B:27]2[O:31][C:30]([CH3:33])([CH3:32])[C:29]([CH3:35])([CH3:34])[O:28]2)[O:31][C:30]([CH3:33])([CH3:32])[C:29]([CH3:35])([CH3:34])[O:28]1.ClCCl.C([O-])(=O)C.[K+], predict the reaction product. (2) Given the reactants C([N:8]1[CH2:15][CH2:14][C@H:13]([CH:16]2[CH2:21][CH2:20][CH2:19][CH2:18][CH2:17]2)[C@H:9]1[C:10]([OH:12])=[O:11])(OC(C)(C)C)=O.C(O)(C(F)(F)F)=O, predict the reaction product. The product is: [CH:16]1([C@H:13]2[CH2:14][CH2:15][NH:8][C@@H:9]2[C:10]([OH:12])=[O:11])[CH2:17][CH2:18][CH2:19][CH2:20][CH2:21]1. (3) Given the reactants [Si](OC1C(F)=C(C=C(CC)C=1)C=O)(C(C)(C)C)(C)C.[CH2:20]([O:22][C:23]1[C:24]([F:33])=[C:25]([CH:28]=[C:29]([CH2:31][CH3:32])[CH:30]=1)[CH:26]=[O:27])C, predict the reaction product. The product is: [CH2:31]([C:29]1[CH:30]=[C:23]([O:22][CH3:20])[C:24]([F:33])=[C:25]([CH:28]=1)[CH:26]=[O:27])[CH3:32].